Dataset: Catalyst prediction with 721,799 reactions and 888 catalyst types from USPTO. Task: Predict which catalyst facilitates the given reaction. (1) Reactant: [O:1]1[C:5]2([CH2:10][CH2:9][C:8]([C:11]3[CH:12]=[CH:13][C:14](=[O:17])[NH:15][CH:16]=3)=[CH:7][CH2:6]2)[O:4][CH2:3][CH2:2]1.[H][H]. Product: [O:4]1[C:5]2([CH2:6][CH2:7][CH:8]([C:11]3[CH:12]=[CH:13][C:14](=[O:17])[NH:15][CH:16]=3)[CH2:9][CH2:10]2)[O:1][CH2:2][CH2:3]1. The catalyst class is: 78. (2) Reactant: Cl[CH2:2][C:3]1[N:12]=[C:11]([N:13]([C:15]2[CH:20]=[CH:19][C:18]([O:21][CH3:22])=[CH:17][CH:16]=2)[CH3:14])[C:10]2[C:5](=[CH:6][CH:7]=[CH:8][CH:9]=2)[N:4]=1.[C-:23]#[N:24].[Na+]. Product: [CH3:22][O:21][C:18]1[CH:19]=[CH:20][C:15]([N:13]([CH3:14])[C:11]2[C:10]3[C:5](=[CH:6][CH:7]=[CH:8][CH:9]=3)[N:4]=[C:3]([CH2:2][C:23]#[N:24])[N:12]=2)=[CH:16][CH:17]=1. The catalyst class is: 16. (3) Reactant: [Br:1][C:2]1[C:3]([CH3:18])=[C:4]([C:8]([C:10]2[CH:15]=[CH:14][C:13]([CH2:16][CH3:17])=[CH:12][CH:11]=2)=O)[S:5][C:6]=1[Br:7].C([SiH](CC)CC)C.B(F)(F)F. Product: [Br:7][C:6]1[S:5][C:4]([CH2:8][C:10]2[CH:15]=[CH:14][C:13]([CH2:16][CH3:17])=[CH:12][CH:11]=2)=[C:3]([CH3:18])[C:2]=1[Br:1]. The catalyst class is: 759. (4) Reactant: C[O:2][C:3]([C:5]1[N:6]([CH3:33])[CH:7]=[C:8]([NH:10][C:11]2[N:12]=[C:13]([CH3:32])[C:14]3[CH:20]=[C:19]([CH3:21])[C:18](=[O:22])[N:17]([CH2:23][C:24]4[CH:29]=[CH:28][C:27]([O:30][CH3:31])=[CH:26][CH:25]=4)[C:15]=3[N:16]=2)[CH:9]=1)=[O:4].[OH-].[Na+]. Product: [CH3:31][O:30][C:27]1[CH:26]=[CH:25][C:24]([CH2:23][N:17]2[C:15]3[N:16]=[C:11]([NH:10][C:8]4[CH:9]=[C:5]([C:3]([OH:4])=[O:2])[N:6]([CH3:33])[CH:7]=4)[N:12]=[C:13]([CH3:32])[C:14]=3[CH:20]=[C:19]([CH3:21])[C:18]2=[O:22])=[CH:29][CH:28]=1. The catalyst class is: 353.